This data is from Forward reaction prediction with 1.9M reactions from USPTO patents (1976-2016). The task is: Predict the product of the given reaction. Given the reactants F[C:2]1[C:9]([F:10])=[CH:8][CH:7]=[CH:6][C:3]=1[C:4]#[N:5].[CH3:11][C:12]1[N:13]=[CH:14][NH:15][CH:16]=1.C(=O)([O-])[O-].[K+].[K+], predict the reaction product. The product is: [F:10][C:9]1[C:2]([N:15]2[CH:16]=[C:12]([CH3:11])[N:13]=[CH:14]2)=[C:3]([CH:6]=[CH:7][CH:8]=1)[C:4]#[N:5].